This data is from Full USPTO retrosynthesis dataset with 1.9M reactions from patents (1976-2016). The task is: Predict the reactants needed to synthesize the given product. (1) Given the product [Cl:1][C:2]1[CH:7]=[CH:6][CH:5]=[CH:4][C:3]=1[C:8]1[N:12]=[C:11]([CH2:13][O:14][C:15]2[N:20]=[CH:19][C:18]([CH:21]3[CH2:26][CH2:25][NH:24][CH2:23][CH:22]3[O:34][CH2:35][C:36]3[CH:45]=[CH:44][C:43]4[C:38](=[CH:39][CH:40]=[CH:41][CH:42]=4)[CH:37]=3)=[CH:17][N:16]=2)[O:10][N:9]=1, predict the reactants needed to synthesize it. The reactants are: [Cl:1][C:2]1[CH:7]=[CH:6][CH:5]=[CH:4][C:3]=1[C:8]1[N:12]=[C:11]([CH2:13][O:14][C:15]2[N:20]=[CH:19][C:18]([CH:21]3[CH2:26][CH2:25][N:24](C(OC(C)(C)C)=O)[CH2:23][CH:22]3[O:34][CH2:35][C:36]3[CH:45]=[CH:44][C:43]4[C:38](=[CH:39][CH:40]=[CH:41][CH:42]=4)[CH:37]=3)=[CH:17][N:16]=2)[O:10][N:9]=1. (2) The reactants are: Cl[C:2]1[C:7]([Cl:8])=[CH:6][C:5]([C:9]2[CH2:13][C:12]([CH3:15])([CH3:14])[O:11][N:10]=2)=[CH:4][N:3]=1.[CH3:16][S-:17].[Na+]. Given the product [Cl:8][C:7]1[C:2]([S:17][CH3:16])=[N:3][CH:4]=[C:5]([C:9]2[CH2:13][C:12]([CH3:15])([CH3:14])[O:11][N:10]=2)[CH:6]=1, predict the reactants needed to synthesize it.